This data is from Full USPTO retrosynthesis dataset with 1.9M reactions from patents (1976-2016). The task is: Predict the reactants needed to synthesize the given product. Given the product [F:55][C:56]1([F:61])[CH2:60][CH2:59][N:58]([C:49]([C:48]2[CH:52]=[CH:53][C:45]([C:43]3[NH:42][C:38]4=[N:39][CH:40]=[CH:41][C:36]([C:33]5[CH:32]=[CH:31][C:30]([O:29][CH3:28])=[CH:35][CH:34]=5)=[C:37]4[N:44]=3)=[CH:46][CH:47]=2)=[O:51])[CH2:57]1, predict the reactants needed to synthesize it. The reactants are: C(N(CC)CC)C.[B-](F)(F)(F)F.CN(C(ON1C(=O)CCC1=O)=[N+](C)C)C.[CH3:28][O:29][C:30]1[CH:35]=[CH:34][C:33]([C:36]2[CH:41]=[CH:40][N:39]=[C:38]3[NH:42][C:43]([C:45]4[CH:53]=[CH:52][C:48]([C:49]([OH:51])=O)=[CH:47][CH:46]=4)=[N:44][C:37]=23)=[CH:32][CH:31]=1.Cl.[F:55][C:56]1([F:61])[CH2:60][CH2:59][NH:58][CH2:57]1.